The task is: Regression. Given a peptide amino acid sequence and an MHC pseudo amino acid sequence, predict their binding affinity value. This is MHC class I binding data.. This data is from Peptide-MHC class I binding affinity with 185,985 pairs from IEDB/IMGT. (1) The peptide sequence is SQLVSTAWA. The MHC is HLA-B51:01 with pseudo-sequence HLA-B51:01. The binding affinity (normalized) is 0.0847. (2) The peptide sequence is GDMTPAERL. The MHC is Mamu-B8701 with pseudo-sequence Mamu-B8701. The binding affinity (normalized) is 0.672. (3) The MHC is HLA-A01:01 with pseudo-sequence HLA-A01:01. The binding affinity (normalized) is 0.0194. The peptide sequence is WYVNHTGFNV. (4) The peptide sequence is KVRDRNFQL. The MHC is HLA-A24:03 with pseudo-sequence HLA-A24:03. The binding affinity (normalized) is 0.0847. (5) The peptide sequence is TMMINPFM. The MHC is H-2-Kb with pseudo-sequence H-2-Kb. The binding affinity (normalized) is 0.344. (6) The peptide sequence is MTTEDMLKV. The MHC is HLA-A68:02 with pseudo-sequence HLA-A68:02. The binding affinity (normalized) is 0.655.